This data is from Full USPTO retrosynthesis dataset with 1.9M reactions from patents (1976-2016). The task is: Predict the reactants needed to synthesize the given product. (1) Given the product [CH3:24][NH:20][C:13]([C:6]1[N:7]([CH3:12])[N:8]=[C:9]2[C:5]=1[CH:4]=[C:3]([O:2][CH3:1])[CH:11]=[CH:10]2)=[O:15], predict the reactants needed to synthesize it. The reactants are: [CH3:1][O:2][C:3]1[CH:11]=[CH:10][C:9]2[C:5](=[C:6]([C:13]([OH:15])=O)[N:7]([CH3:12])[N:8]=2)[CH:4]=1.CN.O.O[N:20]1[C:24]2C=CC=CC=2N=N1.Cl.C(N=C=NCCCN(C)C)C.C(N(CC)CC)C. (2) Given the product [Cl:1][C:2]1[CH:7]=[CH:6][C:5]([O:8][CH:16]([C:13]2[CH:12]=[CH:11][C:10]([F:9])=[CH:15][CH:14]=2)[CH2:17][CH2:18][CH2:19][CH2:20][CH2:21][N:22]2[CH2:23][CH2:24][CH:25]([C:28]3[CH:29]=[C:30]([NH:34][C:35](=[O:39])[CH:36]([CH3:38])[CH3:37])[CH:31]=[CH:32][CH:33]=3)[CH2:26][CH2:27]2)=[CH:4][CH:3]=1, predict the reactants needed to synthesize it. The reactants are: [Cl:1][C:2]1[CH:7]=[CH:6][C:5]([OH:8])=[CH:4][CH:3]=1.[F:9][C:10]1[CH:15]=[CH:14][C:13]([CH:16](O)[CH2:17][CH2:18][CH2:19][CH2:20][CH2:21][N:22]2[CH2:27][CH2:26][CH:25]([C:28]3[CH:29]=[C:30]([NH:34][C:35](=[O:39])[CH:36]([CH3:38])[CH3:37])[CH:31]=[CH:32][CH:33]=3)[CH2:24][CH2:23]2)=[CH:12][CH:11]=1.Cl. (3) Given the product [OH:9][C:6]1[CH:7]=[CH:8][C:3]2[N:2]=[C:19]([C:18]([O:17][CH3:16])=[O:23])[O:10][C:4]=2[CH:5]=1, predict the reactants needed to synthesize it. The reactants are: Cl.[NH2:2][C:3]1[CH:8]=[CH:7][C:6]([OH:9])=[CH:5][C:4]=1[OH:10].C(=O)([O-])O.[Na+].[CH3:16][O:17][C:18](OC)([O:23]C)[C:19](OC)=O. (4) Given the product [O:13]1[CH2:18][CH2:17][CH:16]([CH2:19][O:1][C:2]2[CH:3]=[C:4]3[C:9](=[CH:10][CH:11]=2)[C:8](=[O:12])[CH2:7][CH2:6][CH2:5]3)[CH2:15][CH2:14]1, predict the reactants needed to synthesize it. The reactants are: [OH:1][C:2]1[CH:3]=[C:4]2[C:9](=[CH:10][CH:11]=1)[C:8](=[O:12])[CH2:7][CH2:6][CH2:5]2.[O:13]1[CH2:18][CH2:17][CH:16]([CH2:19]O)[CH2:15][CH2:14]1.C1(P(C2C=CC=CC=2)C2C=CC=CC=2)C=CC=CC=1.CCOC(/N=N/C(OCC)=O)=O. (5) Given the product [CH2:1]([N:8]1[C:16]2[C:15](=[O:17])[NH:14][CH:13]=[N:12][C:11]=2[C:10]([C:18]#[N:19])=[C:9]1[Cl:20])[C:2]1[CH:3]=[CH:4][CH:5]=[CH:6][CH:7]=1, predict the reactants needed to synthesize it. The reactants are: [CH2:1]([N:8]1[C:16]2[C:15](=[O:17])[NH:14][CH:13]=[N:12][C:11]=2[C:10]([C:18]#[N:19])=[CH:9]1)[C:2]1[CH:7]=[CH:6][CH:5]=[CH:4][CH:3]=1.[Cl:20]N1C(=O)CCC1=O.O. (6) Given the product [CH2:31]([N:32]([CH3:33])[C:18]([C:16]1[C:15]([F:21])=[CH:14][C:12]2[O:13][C:9]([C:3]3[CH:4]=[CH:5][C:6]([Cl:8])=[CH:7][C:2]=3[Cl:1])([C:22]3[CH:27]=[CH:26][C:25]([F:28])=[CH:24][CH:23]=3)[O:10][C:11]=2[CH:17]=1)=[O:19])[CH3:29], predict the reactants needed to synthesize it. The reactants are: [Cl:1][C:2]1[CH:7]=[C:6]([Cl:8])[CH:5]=[CH:4][C:3]=1[C:9]1([C:22]2[CH:27]=[CH:26][C:25]([F:28])=[CH:24][CH:23]=2)[O:13][C:12]2[CH:14]=[C:15]([F:21])[C:16]([C:18](O)=[O:19])=[CH:17][C:11]=2[O:10]1.[C:29](C1NC=CN=1)([C:31]1[NH:32][CH:33]=CN=1)=O.C(NC)C. (7) Given the product [Br:24][C:12]1[CH:13]([CH2:15][NH:16][C:17](=[O:23])[O:18][C:19]([CH3:22])([CH3:21])[CH3:20])[O:14][B:4]2[C:5]3[C:6]=1[CH:7]=[CH:8][O:9][CH2:10][C:11]=3[CH:2]([CH3:1])[O:3]2, predict the reactants needed to synthesize it. The reactants are: [CH3:1][CH:2]1[C:11]2[CH2:10][O:9][CH:8]=[CH:7][C:6]3=[CH:12][CH:13]([CH2:15][NH:16][C:17](=[O:23])[O:18][C:19]([CH3:22])([CH3:21])[CH3:20])[O:14][B:4]([C:5]=23)[O:3]1.[Br:24]N1C(=O)CCC1=O.CC(C)C#N. (8) Given the product [CH3:27][N:23]1[C:22]2[CH:28]=[CH:29][C:19]([NH:18][C:15](=[O:17])[CH2:14][N:12]3[CH:13]=[C:9]([O:8][Si:1]([C:4]([CH3:5])([CH3:6])[CH3:7])([CH3:2])[CH3:3])[CH:10]=[N:11]3)=[CH:20][C:21]=2[O:26][CH2:25][CH2:24]1, predict the reactants needed to synthesize it. The reactants are: [Si:1]([O:8][C:9]1[CH:10]=[N:11][N:12]([CH2:14][C:15]([OH:17])=O)[CH:13]=1)([C:4]([CH3:7])([CH3:6])[CH3:5])([CH3:3])[CH3:2].[NH2:18][C:19]1[CH:29]=[CH:28][C:22]2[N:23]([CH3:27])[CH2:24][CH2:25][O:26][C:21]=2[CH:20]=1. (9) Given the product [CH3:1][N:2]1[C:10]2[C:5](=[CH:6][CH:7]=[CH:8][CH:9]=2)[C:4]([NH:16][C:19]([N:52]2[CH2:53][CH2:54][N:49]([C:47]3[S:46][N:45]=[C:44]([C:38]4[CH:39]=[CH:40][CH:41]=[CH:42][CH:43]=4)[N:48]=3)[CH2:50][CH2:51]2)=[O:28])=[CH:3]1, predict the reactants needed to synthesize it. The reactants are: [CH3:1][N:2]1[C:10]2[C:5](=[CH:6][CH:7]=[CH:8][CH:9]=2)[C:4](C(O)=O)=[CH:3]1.C([N:16]([CH2:19]C)CC)C.C1(P(N=[N+]=[N-])(C2C=CC=CC=2)=[O:28])C=CC=CC=1.[C:38]1([C:44]2[N:48]=[C:47]([N:49]3[CH2:54][CH2:53][NH:52][CH2:51][CH2:50]3)[S:46][N:45]=2)[CH:43]=[CH:42][CH:41]=[CH:40][CH:39]=1.